Dataset: Forward reaction prediction with 1.9M reactions from USPTO patents (1976-2016). Task: Predict the product of the given reaction. (1) The product is: [Si:5]([O:6][CH2:7][C:8]1[CH:9]=[CH:10][C:11]([S:14]([CH3:17])(=[O:15])=[N:16][C:42](=[O:43])[C:41]2[CH:45]=[C:37]([C:36]#[C:35][C:31]3[CH:32]=[CH:33][CH:34]=[C:29]([NH:28][C:26]([C:22]4[O:23][CH:24]=[CH:25][C:21]=4[CH3:20])=[O:27])[CH:30]=3)[CH:38]=[N:39][CH:40]=2)=[CH:12][CH:13]=1)([C:1]([CH3:4])([CH3:3])[CH3:2])([CH3:19])[CH3:18]. Given the reactants [C:1]([Si:5]([CH3:19])([CH3:18])[O:6][CH2:7][C:8]1[CH:13]=[CH:12][C:11]([S:14]([CH3:17])(=[NH:16])=[O:15])=[CH:10][CH:9]=1)([CH3:4])([CH3:3])[CH3:2].[CH3:20][C:21]1[CH:25]=[CH:24][O:23][C:22]=1[C:26]([NH:28][C:29]1[CH:30]=[C:31]([C:35]#[C:36][C:37]2[CH:38]=[N:39][CH:40]=[C:41]([CH:45]=2)[C:42](O)=[O:43])[CH:32]=[CH:33][CH:34]=1)=[O:27], predict the reaction product. (2) Given the reactants [CH3:1][CH2:2][CH2:3][CH2:4][CH2:5][CH2:6][CH2:7][CH2:8][CH2:9][CH2:10][CH2:11][C:12]([NH:14][CH2:15][CH2:16][O:17][P:18]([O:21][CH2:22][C@H:23]([O:45][C:46]([CH2:48][CH2:49][CH2:50][CH2:51][CH2:52][CH2:53][CH2:54]/[CH:55]=[CH:56]\[CH2:57][CH2:58][CH2:59][CH2:60][CH2:61][CH2:62][CH2:63][CH3:64])=[O:47])[CH2:24][O:25][C:26]([CH2:28][CH2:29][CH2:30][CH2:31][CH2:32][CH2:33][CH2:34]/[CH:35]=[CH:36]\[CH2:37][CH2:38][CH2:39][CH2:40][CH2:41][CH2:42][CH2:43][CH3:44])=[O:27])([OH:20])=[O:19])=[O:13].[CH3:65][CH2:66][CH2:67][CH2:68][CH2:69][CH2:70][CH2:71][CH2:72]/[CH:73]=[CH:74]\[CH2:75][CH2:76][CH2:77][CH2:78][CH2:79][CH2:80][CH2:81][C:82]([O:84][CH2:85][C@@H:86]([O:99][C:100]([CH2:102][CH2:103][CH2:104][CH2:105][CH2:106][CH2:107][CH2:108]/[CH:109]=[CH:110]\[CH2:111][CH2:112][CH2:113][CH2:114][CH2:115][CH2:116][CH2:117][CH3:118])=[O:101])[CH2:87][O:88][P:89]([O:92][CH2:93][CH2:94][N+:95]([CH3:98])([CH3:97])[CH3:96])([O-:91])=[O:90])=[O:83], predict the reaction product. The product is: [CH3:1][CH2:2][CH2:3][CH2:4][CH2:5][CH2:6][CH2:7][CH2:8][CH2:9][CH2:10][CH2:11][C:12]([NH:14][CH2:15][CH2:16][O:17][P:18]([O:21][CH2:22][C@H:23]([O:45][C:46]([CH2:48][CH2:49][CH2:50][CH2:51][CH2:52][CH2:53][CH2:54]/[CH:55]=[CH:56]\[CH2:57][CH2:58][CH2:59][CH2:60][CH2:61][CH2:62][CH2:63][CH3:64])=[O:47])[CH2:24][O:25][C:26]([CH2:28][CH2:29][CH2:30][CH2:31][CH2:32][CH2:33][CH2:34]/[CH:35]=[CH:36]\[CH2:37][CH2:38][CH2:39][CH2:40][CH2:41][CH2:42][CH2:43][CH3:44])=[O:27])([OH:20])=[O:19])=[O:13].[CH3:65][CH2:66][CH2:67][CH2:68][CH2:69][CH2:70][CH2:71][CH2:72]/[CH:73]=[CH:74]\[CH2:75][CH2:76][CH2:77][CH2:78][CH2:79][CH2:80][CH2:81][C:82]([O:84][CH2:85][C@@H:86]([O:99][C:100]([CH2:102][CH2:103][CH2:104][CH2:105][CH2:106][CH2:107][CH2:108]/[CH:109]=[CH:110]\[CH2:111][CH2:112][CH2:113][CH2:114][CH2:115][CH2:116][CH2:117][CH3:118])=[O:101])[CH2:87][O:88][P:89]([O:92][CH2:93][CH2:94][N+:95]([CH3:98])([CH3:96])[CH3:97])([O-:91])=[O:90])=[O:83]. (3) Given the reactants [Cl:1][C:2]1[CH:7]=[C:6]([Cl:8])[CH:5]=[CH:4][C:3]=1[C:9]1[N:10]=[C:11](/[CH:22]=[CH:23]/[C:24]2[CH:29]=[CH:28][C:27]([C:30]3[CH:35]=[CH:34][CH:33]=[C:32]([C:36]([F:39])([F:38])[F:37])[CH:31]=3)=[CH:26][CH:25]=2)[N:12]([CH2:14][C:15]2[CH:20]=[CH:19][C:18]([NH2:21])=[CH:17][CH:16]=2)[CH:13]=1.Br[CH2:41][C:42]([O:44]C)=O.C(=O)=[N:47][C:48](Cl)=[O:49], predict the reaction product. The product is: [Cl:1][C:2]1[CH:7]=[C:6]([Cl:8])[CH:5]=[CH:4][C:3]=1[C:9]1[N:10]=[C:11](/[CH:22]=[CH:23]/[C:24]2[CH:29]=[CH:28][C:27]([C:30]3[CH:35]=[CH:34][CH:33]=[C:32]([C:36]([F:38])([F:39])[F:37])[CH:31]=3)=[CH:26][CH:25]=2)[N:12]([CH2:14][C:15]2[CH:16]=[CH:17][C:18]([N:21]3[CH2:41][C:42](=[O:44])[NH:47][C:48]3=[O:49])=[CH:19][CH:20]=2)[CH:13]=1. (4) Given the reactants [CH3:1][C:2]1[CH:3]=[CH:4][CH:5]=[C:6]2[C:11]=1[N:10]=[CH:9][N:8]=[CH:7]2.[Br:12]Br, predict the reaction product. The product is: [Br:12][C:5]1[CH:4]=[CH:3][C:2]([CH3:1])=[C:11]2[C:6]=1[CH:7]=[N:8][CH:9]=[N:10]2. (5) Given the reactants [C:1]([O:6]CCCCCC[O:6][C:1](=[O:5])[C:2]([CH3:4])=[CH2:3])(=[O:5])[C:2]([CH3:4])=[CH2:3].[O:19]=[C:20]1[CH2:27]C(C)(C)CC(C)=C1.[N-:29]=[C:30]=[O:31].C([Sn]CCCC)CCC.[C:41]([O:46]CCO)(=[O:45])[C:42]([CH3:44])=[CH2:43].OC1C=C(O)C=CC=1O, predict the reaction product. The product is: [C:1]([OH:6])(=[O:5])[C:2]([CH3:4])=[CH2:3].[C:41]([OH:46])(=[O:45])[C:42]([CH3:44])=[CH2:43].[NH2:29][C:30]([O:19][CH2:20][CH3:27])=[O:31].